From a dataset of Reaction yield outcomes from USPTO patents with 853,638 reactions. Predict the reaction yield, written as a fraction of the theoretical maximum amount of product (1.0 means a 100% yield; for example, 0.34 means a 34% yield). (1) The reactants are [C:1]12([C:11]3[CH:12]=[C:13]([C:25]4[CH:30]=[N:29][C:28](/[CH:31]=[CH:32]/[C:33]([O:35][CH2:36][CH3:37])=[O:34])=[CH:27][N:26]=4)[CH:14]=[CH:15][C:16]=3[O:17]CC3C=CC=CC=3)[CH2:10][CH:5]3[CH2:6][CH:7]([CH2:9][CH:3]([CH2:4]3)[CH2:2]1)[CH2:8]2.B(Br)(Br)Br. The catalyst is C(Cl)Cl. The product is [C:1]12([C:11]3[CH:12]=[C:13]([C:25]4[CH:30]=[N:29][C:28](/[CH:31]=[CH:32]/[C:33]([O:35][CH2:36][CH3:37])=[O:34])=[CH:27][N:26]=4)[CH:14]=[CH:15][C:16]=3[OH:17])[CH2:2][CH:3]3[CH2:4][CH:5]([CH2:6][CH:7]([CH2:9]3)[CH2:8]1)[CH2:10]2. The yield is 0.940. (2) The reactants are [N:1]([CH2:4][C:5]1[CH:10]=[C:9]([C:11]([CH3:13])=[CH2:12])[CH:8]=[C:7]([O:14][CH2:15][C:16]2[CH:21]=[CH:20][CH:19]=[CH:18][CH:17]=2)[CH:6]=1)=[N+]=[N-].[O:22](C(OC(C)(C)C)=O)[C:23]([O:25][C:26]([CH3:29])([CH3:28])[CH3:27])=O. The catalyst is CCOC(C)=O.[Pd]. The product is [CH2:15]([O:14][C:7]1[CH:6]=[C:5]([CH:10]=[C:9]([CH:11]([CH3:13])[CH3:12])[CH:8]=1)[CH2:4][NH:1][C:23](=[O:22])[O:25][C:26]([CH3:29])([CH3:28])[CH3:27])[C:16]1[CH:21]=[CH:20][CH:19]=[CH:18][CH:17]=1. The yield is 0.620. (3) The reactants are Cl.[CH:2]1([NH:5][C:6]2[C:11]([CH3:12])=[C:10]([N:13]3[CH2:22][CH2:21][C:16]4(OCC[O:17]4)[CH2:15][CH2:14]3)[N:9]=[C:8]([CH:23]3[CH2:25][CH2:24]3)[N:7]=2)[CH2:4][CH2:3]1. The catalyst is O1CCCC1.ClCCl. The product is [OH2:17].[CH:23]1([C:8]2[N:9]=[C:10]([N:13]3[CH2:22][CH2:21][C:16](=[O:17])[CH2:15][CH2:14]3)[C:11]([CH3:12])=[C:6]([NH:5][CH:2]3[CH2:3][CH2:4]3)[N:7]=2)[CH2:25][CH2:24]1. The yield is 0.610.